This data is from Reaction yield outcomes from USPTO patents with 853,638 reactions. The task is: Predict the reaction yield, written as a fraction of the theoretical maximum amount of product (1.0 means a 100% yield; for example, 0.34 means a 34% yield). (1) The reactants are [CH2:1]([O:3][C:4]1[CH:5]=[C:6]([C@H:12]([N:18]2[C:26](=[O:27])[C:25]3[C:20](=[CH:21][CH:22]=[CH:23][C:24]=3[NH:28][C:29]([CH:31]3[CH2:33][CH2:32]3)=[O:30])[CH2:19]2)[CH2:13][C:14](=[O:17])[NH:15][OH:16])[CH:7]=[CH:8][C:9]=1[O:10][CH3:11])[CH3:2].[CH3:34][C:35]([CH3:41])([CH3:40])[CH2:36][C:37](Cl)=[O:38]. The catalyst is C(#N)C. The product is [CH3:34][C:35]([CH3:41])([CH3:40])[CH2:36][C:37]([O:16][NH:15][C:14]([CH2:13][C@@H:12]([N:18]1[C:26](=[O:27])[C:25]2[C:20](=[CH:21][CH:22]=[CH:23][C:24]=2[NH:28][C:29]([CH:31]2[CH2:33][CH2:32]2)=[O:30])[CH2:19]1)[C:6]1[CH:7]=[CH:8][C:9]([O:10][CH3:11])=[C:4]([O:3][CH2:1][CH3:2])[CH:5]=1)=[O:17])=[O:38]. The yield is 0.590. (2) The reactants are [C:1]([O:5][C:6](=[O:23])[N:7]([C:9]([C:15]1[CH:20]=[CH:19][C:18]([Cl:21])=[C:17]([Cl:22])[CH:16]=1)([CH:13]=O)[CH2:10][CH:11]=[CH2:12])[CH3:8])([CH3:4])([CH3:3])[CH3:2].CN.CO.[C:28]([BH3-])#[N:29].[Na+]. The catalyst is CO. The product is [C:1]([O:5][C:6](=[O:23])[N:7]([C:9]([C:15]1[CH:20]=[CH:19][C:18]([Cl:21])=[C:17]([Cl:22])[CH:16]=1)([CH2:13][NH:29][CH3:28])[CH2:10][CH:11]=[CH2:12])[CH3:8])([CH3:4])([CH3:3])[CH3:2]. The yield is 0.700. (3) The reactants are [CH3:1][C:2]1[CH:3]=[CH:4][C:5]([SH:11])=[C:6]([CH:10]=1)[C:7]([OH:9])=O.[C:12]([C:14]1[CH:19]=[CH:18][CH:17]=[CH:16][N:15]=1)#[N:13]. The catalyst is N1C=CC=CC=1. The product is [CH3:1][C:2]1[CH:3]=[CH:4][C:5]2[S:11][C:12]([C:14]3[CH:19]=[CH:18][CH:17]=[CH:16][N:15]=3)=[N:13][C:7](=[O:9])[C:6]=2[CH:10]=1. The yield is 0.430. (4) The reactants are [O:1]1[C:5]2([CH2:10][CH2:9][C:8](=[O:11])[CH2:7][CH2:6]2)[O:4][CH2:3][CH2:2]1.[CH3:12][Mg]Br. The catalyst is C1COCC1. The product is [CH3:12][C:8]1([OH:11])[CH2:7][CH2:6][C:5]2([O:4][CH2:3][CH2:2][O:1]2)[CH2:10][CH2:9]1. The yield is 0.920. (5) The reactants are C([O:3][C:4](=[O:35])[C:5]([CH3:34])([C:28]1[CH:33]=[CH:32][CH:31]=[CH:30][CH:29]=1)[CH2:6][CH2:7][CH2:8][CH2:9][S:10][CH2:11][CH2:12][CH2:13][CH2:14][C:15]([C:23]([O:25]CC)=[O:24])([C:17]1[CH:22]=[CH:21][CH:20]=[CH:19][CH:18]=1)[CH3:16])C.[OH-].[Na+]. The catalyst is C(O)C.O. The product is [C:4]([C:5]([C:28]1[CH:33]=[CH:32][CH:31]=[CH:30][CH:29]=1)([CH3:34])[CH2:6][CH2:7][CH2:8][CH2:9][S:10][CH2:11][CH2:12][CH2:13][CH2:14][C:15]([CH3:16])([C:17]1[CH:18]=[CH:19][CH:20]=[CH:21][CH:22]=1)[C:23]([OH:25])=[O:24])([OH:35])=[O:3]. The yield is 0.680. (6) The reactants are C[O:2][C:3]([C:5]1([C:9]2[CH:14]=[CH:13][C:12]([NH:15][C:16]3[CH:21]=[C:20]([C:22]4[CH:27]=[CH:26][CH:25]=[CH:24][CH:23]=4)[N:19]=[C:18]([C:28]4[CH:33]=[CH:32][C:31]([F:34])=[CH:30][CH:29]=4)[N:17]=3)=[CH:11][CH:10]=2)[CH2:8][CH2:7][CH2:6]1)=[O:4].[OH-].[Na+].Cl. The catalyst is C(O)CO.O. The product is [F:34][C:31]1[CH:32]=[CH:33][C:28]([C:18]2[N:17]=[C:16]([NH:15][C:12]3[CH:13]=[CH:14][C:9]([C:5]4([C:3]([OH:4])=[O:2])[CH2:8][CH2:7][CH2:6]4)=[CH:10][CH:11]=3)[CH:21]=[C:20]([C:22]3[CH:23]=[CH:24][CH:25]=[CH:26][CH:27]=3)[N:19]=2)=[CH:29][CH:30]=1. The yield is 0.700. (7) The reactants are [NH:1]([C:8]1[N:9]([C:24]2[CH:29]=[CH:28][CH:27]=[CH:26][CH:25]=2)[C:10]2[C:15]([C:16](=[O:18])[CH:17]=1)=[C:14]([C:19]([F:22])([F:21])[F:20])[CH:13]=[C:12](Cl)[N:11]=2)[C:2]1[CH:7]=[CH:6][CH:5]=[CH:4][CH:3]=1.[CH:30]1[CH:35]=[CH:34][C:33](P([C:30]2[CH:35]=[CH:34][CH:33]=[CH:32][CH:31]=2)[C:30]2[CH:35]=[CH:34][CH:33]=[CH:32][CH:31]=2)=[CH:32][CH:31]=1.C1(B(O)O)C=CC=CC=1.C([O-])([O-])=O.[K+].[K+]. The catalyst is COCCOC.O.CC([O-])=O.CC([O-])=O.[Pd+2]. The product is [NH:1]([C:8]1[N:9]([C:24]2[CH:29]=[CH:28][CH:27]=[CH:26][CH:25]=2)[C:10]2[C:15]([C:16](=[O:18])[CH:17]=1)=[C:14]([C:19]([F:22])([F:21])[F:20])[CH:13]=[C:12]([C:30]1[CH:35]=[CH:34][CH:33]=[CH:32][CH:31]=1)[N:11]=2)[C:2]1[CH:7]=[CH:6][CH:5]=[CH:4][CH:3]=1. The yield is 0.410.